This data is from Full USPTO retrosynthesis dataset with 1.9M reactions from patents (1976-2016). The task is: Predict the reactants needed to synthesize the given product. Given the product [Cl:37][C:24]1[C:23]([CH2:22][CH2:14][C:13]([O:16][C:17]([CH3:20])([CH3:19])[CH3:18])=[O:15])=[C:28]([C:29]2[CH:34]=[CH:33][CH:32]=[CH:31][C:30]=2[Cl:35])[CH:27]=[C:26]([Cl:36])[N:25]=1, predict the reactants needed to synthesize it. The reactants are: C([Li])CCC.C(NC(C)C)(C)C.[C:13]([O:16][C:17]([CH3:20])([CH3:19])[CH3:18])(=[O:15])[CH3:14].Br[CH2:22][C:23]1[C:24]([Cl:37])=[N:25][C:26]([Cl:36])=[CH:27][C:28]=1[C:29]1[CH:34]=[CH:33][CH:32]=[CH:31][C:30]=1[Cl:35].